Predict the reaction yield, written as a fraction of the theoretical maximum amount of product (1.0 means a 100% yield; for example, 0.34 means a 34% yield). From a dataset of Reaction yield outcomes from USPTO patents with 853,638 reactions. The reactants are Cl[C:2]1[CH:9]=[CH:8][C:5]([C:6]#[N:7])=[CH:4][C:3]=1[N+:10]([O-:12])=[O:11].[CH:13]1([NH2:19])[CH2:18][CH2:17][CH2:16][CH2:15][CH2:14]1.O. The catalyst is CN(C=O)C. The product is [CH:13]1([NH:19][C:2]2[CH:9]=[CH:8][C:5]([C:6]#[N:7])=[CH:4][C:3]=2[N+:10]([O-:12])=[O:11])[CH2:18][CH2:17][CH2:16][CH2:15][CH2:14]1. The yield is 1.00.